This data is from Reaction yield outcomes from USPTO patents with 853,638 reactions. The task is: Predict the reaction yield, written as a fraction of the theoretical maximum amount of product (1.0 means a 100% yield; for example, 0.34 means a 34% yield). The reactants are [N:1]([CH2:4][CH:5]1[NH:10][C:9]2[C:11](Br)=[CH:12][C:13]([F:15])=[CH:14][C:8]=2[O:7][CH2:6]1)=[N+:2]=[N-:3].[CH3:17][O:18][C:19]1[CH:24]=[CH:23][CH:22]=[CH:21][C:20]=1B(O)O. No catalyst specified. The product is [N:1]([CH2:4][CH:5]1[NH:10][C:9]2[C:11]([C:20]3[CH:21]=[CH:22][CH:23]=[CH:24][C:19]=3[O:18][CH3:17])=[CH:12][C:13]([F:15])=[CH:14][C:8]=2[O:7][CH2:6]1)=[N+:2]=[N-:3]. The yield is 0.640.